From a dataset of Reaction yield outcomes from USPTO patents with 853,638 reactions. Predict the reaction yield, written as a fraction of the theoretical maximum amount of product (1.0 means a 100% yield; for example, 0.34 means a 34% yield). (1) The reactants are [Br:1][C:2]1[CH:3]=[C:4]2[C:9](Cl)=[C:8]([C:11]([NH2:13])=[O:12])[CH:7]=[N:6][N:5]2[CH:14]=1.[NH2:15][CH:16]1[CH2:21][CH2:20][N:19]([C:22]([O:24][C:25]([CH3:28])([CH3:27])[CH3:26])=[O:23])[CH2:18][C:17]1([CH3:30])[CH3:29].C(N(CC)C(C)C)(C)C.CN(C)C=O. The catalyst is O. The product is [Br:1][C:2]1[CH:3]=[C:4]2[C:9]([NH:15][CH:16]3[CH2:21][CH2:20][N:19]([C:22]([O:24][C:25]([CH3:28])([CH3:27])[CH3:26])=[O:23])[CH2:18][C:17]3([CH3:30])[CH3:29])=[C:8]([C:11](=[O:12])[NH2:13])[CH:7]=[N:6][N:5]2[CH:14]=1. The yield is 0.670. (2) The reactants are [CH2:1]1[C:10]2[C:5](=[CH:6][CH:7]=[CH:8][CH:9]=2)[CH2:4][CH2:3][NH:2]1.C([O-])([O-])=O.[K+].[K+].Br[CH2:18][CH:19]1[CH2:21][O:20]1. The catalyst is CC#N. The product is [O:20]1[CH2:21][CH:19]1[CH2:18][N:2]1[CH2:3][CH2:4][C:5]2[C:10](=[CH:9][CH:8]=[CH:7][CH:6]=2)[CH2:1]1. The yield is 0.780. (3) The reactants are [Br:1][C:2]1[C:3]([O:9][CH3:10])=[N:4][C:5](Cl)=[N:6][CH:7]=1.[CH3:11][C@H:12]1[O:17][C@@H:16]([CH3:18])[CH2:15][NH:14][CH2:13]1. No catalyst specified. The product is [Br:1][C:2]1[C:3]([O:9][CH3:10])=[N:4][C:5]([N:14]2[CH2:13][C@H:12]([CH3:11])[O:17][C@H:16]([CH3:18])[CH2:15]2)=[N:6][CH:7]=1. The yield is 0.641. (4) The reactants are [CH3:1][O:2][C:3](=[O:20])[C:4]1[CH:9]=[C:8]([CH:10]=[O:11])[C:7]([C:12]([F:15])([F:14])[F:13])=[CH:6][C:5]=1[NH:16][C:17](=[O:19])[CH3:18].[CH2:21]([Mg]Br)[CH3:22]. The catalyst is C(OCC)C. The product is [CH3:1][O:2][C:3](=[O:20])[C:4]1[CH:9]=[C:8]([CH:10]([OH:11])[CH2:21][CH3:22])[C:7]([C:12]([F:15])([F:14])[F:13])=[CH:6][C:5]=1[NH:16][C:17](=[O:19])[CH3:18]. The yield is 0.280.